From a dataset of Full USPTO retrosynthesis dataset with 1.9M reactions from patents (1976-2016). Predict the reactants needed to synthesize the given product. (1) The reactants are: Br[C:2]1[CH:3]=[C:4]([CH:32]=[CH:33][CH:34]=1)[CH2:5][N:6]1[C:10]2[CH:11]=[C:12]([O:15][CH2:16][C:17]3[CH:21]=[CH:20][N:19]([CH3:22])[N:18]=3)[CH:13]=[CH:14][C:9]=2[N:8]=[C:7]1[C@H:23]1[CH2:28][CH2:27][CH2:26][CH2:25][C@H:24]1[C:29]([OH:31])=[O:30].[F:35][C:36]1([F:42])[CH2:41][CH2:40][NH:39][CH2:38][CH2:37]1. Given the product [F:35][C:36]1([F:42])[CH2:41][CH2:40][N:39]([C:2]2[CH:3]=[C:4]([CH:32]=[CH:33][CH:34]=2)[CH2:5][N:6]2[C:10]3[CH:11]=[C:12]([O:15][CH2:16][C:17]4[CH:21]=[CH:20][N:19]([CH3:22])[N:18]=4)[CH:13]=[CH:14][C:9]=3[N:8]=[C:7]2[C@H:23]2[CH2:28][CH2:27][CH2:26][CH2:25][C@H:24]2[C:29]([OH:31])=[O:30])[CH2:38][CH2:37]1, predict the reactants needed to synthesize it. (2) The reactants are: [Cl:1][C:2]1[CH:3]=[C:4]([CH:6]=[C:7]([F:9])[CH:8]=1)[NH2:5].Br.Br[CH:12]([C:14]1[CH:15]=[C:16]([C:31]([N:33]([CH3:35])[CH3:34])=[O:32])[CH:17]=[C:18]2[C:23]=1[O:22][C:21]([N:24]1[CH2:29][CH2:28][O:27][CH2:26][CH2:25]1)=[CH:20][C:19]2=[O:30])[CH3:13]. Given the product [Cl:1][C:2]1[CH:3]=[C:4]([NH:5][CH:12]([C:14]2[CH:15]=[C:16]([C:31]([N:33]([CH3:35])[CH3:34])=[O:32])[CH:17]=[C:18]3[C:23]=2[O:22][C:21]([N:24]2[CH2:29][CH2:28][O:27][CH2:26][CH2:25]2)=[CH:20][C:19]3=[O:30])[CH3:13])[CH:6]=[C:7]([F:9])[CH:8]=1, predict the reactants needed to synthesize it.